This data is from Reaction yield outcomes from USPTO patents with 853,638 reactions. The task is: Predict the reaction yield, written as a fraction of the theoretical maximum amount of product (1.0 means a 100% yield; for example, 0.34 means a 34% yield). (1) The reactants are [CH2:1]([N:8]1[C:16]2[C:11](=[CH:12][C:13](Br)=[CH:14][CH:15]=2)[CH:10]=[CH:9]1)[C:2]1[CH:7]=[CH:6][CH:5]=[CH:4][CH:3]=1.[F:18][C:19]([F:31])([F:30])[O:20][C:21]1[CH:22]=[C:23](B(O)O)[CH:24]=[CH:25][CH:26]=1.C(=O)([O-])[O-].[K+].[K+]. The catalyst is [Br-].C([N+](CCCC)(CCCC)CCCC)CCC.O.C1COCC1.C([O-])(=O)C.[Pd+2].C([O-])(=O)C. The product is [CH2:1]([N:8]1[C:16]2[C:11](=[CH:12][C:13]([C:23]3[CH:24]=[CH:25][CH:26]=[C:21]([O:20][C:19]([F:18])([F:30])[F:31])[CH:22]=3)=[CH:14][CH:15]=2)[CH:10]=[CH:9]1)[C:2]1[CH:7]=[CH:6][CH:5]=[CH:4][CH:3]=1. The yield is 0.380. (2) The reactants are [C:1]([C@@H:4]1[CH2:8][CH2:7][CH2:6][N:5]1C(OC(C)(C)C)=O)(=[O:3])[NH2:2].[ClH:16].O1CCOCC1. No catalyst specified. The product is [ClH:16].[NH:5]1[CH2:6][CH2:7][CH2:8][C@H:4]1[C:1]([NH2:2])=[O:3]. The yield is 1.04. (3) The reactants are C1(C)C=CC=CC=1.[Cl:8][C:9]1[CH:14]=[CH:13][C:12](Br)=[CH:11][C:10]=1[O:16][CH3:17].[C:18]([N:25]1[CH2:30][CH2:29][NH:28][CH2:27][CH2:26]1)([O:20][C:21]([CH3:24])([CH3:23])[CH3:22])=[O:19].CC(C)([O-])C.[Na+]. The catalyst is C1C=CC(/C=C/C(/C=C/C2C=CC=CC=2)=O)=CC=1.C1C=CC(/C=C/C(/C=C/C2C=CC=CC=2)=O)=CC=1.C1C=CC(/C=C/C(/C=C/C2C=CC=CC=2)=O)=CC=1.[Pd].[Pd].C1C=CC(P(C2C(C3C(P(C4C=CC=CC=4)C4C=CC=CC=4)=CC=C4C=3C=CC=C4)=C3C(C=CC=C3)=CC=2)C2C=CC=CC=2)=CC=1.CCOC(C)=O. The product is [Cl:8][C:9]1[CH:14]=[CH:13][C:12]([N:28]2[CH2:27][CH2:26][N:25]([C:18]([O:20][C:21]([CH3:24])([CH3:23])[CH3:22])=[O:19])[CH2:30][CH2:29]2)=[CH:11][C:10]=1[O:16][CH3:17]. The yield is 0.930. (4) The reactants are [CH3:1][NH:2][CH:3]1[CH2:8][CH2:7][CH2:6][CH2:5][CH:4]1[OH:9].[C:18](O[C:18]([O:20][C:21]([CH3:24])([CH3:23])[CH3:22])=[O:19])([O:20][C:21]([CH3:24])([CH3:23])[CH3:22])=[O:19].C([O-])([O-])=O.[K+].[K+]. The catalyst is C(Cl)Cl.O. The product is [C:21]([O:20][C:18](=[O:19])[N:2]([CH:3]1[CH2:8][CH2:7][CH2:6][CH2:5][CH:4]1[OH:9])[CH3:1])([CH3:22])([CH3:23])[CH3:24]. The yield is 0.920. (5) The reactants are [H-].[Na+].[C:3](OC)(=[O:8])[CH2:4][C:5]([CH3:7])=[O:6].[Li]CCCC.[CH:16]1([C:21](=[O:36])[CH2:22][O:23][C:24]2[CH:29]=[CH:28][C:27]([C:30]([CH3:34])([CH3:33])[C:31]#[N:32])=[C:26]([F:35])[CH:25]=2)[CH2:20][CH2:19][CH2:18][CH2:17]1.Cl. The catalyst is C1COCC1. The product is [CH:16]1([C:21]2([CH2:22][O:23][C:24]3[CH:29]=[CH:28][C:27]([C:30]([CH3:33])([CH3:34])[C:31]#[N:32])=[C:26]([F:35])[CH:25]=3)[CH2:7][C:5](=[O:6])[CH2:4][C:3](=[O:8])[O:36]2)[CH2:20][CH2:19][CH2:18][CH2:17]1. The yield is 0.790.